This data is from Full USPTO retrosynthesis dataset with 1.9M reactions from patents (1976-2016). The task is: Predict the reactants needed to synthesize the given product. (1) Given the product [C:44]([C:16]1[C:17]2[N:18]([CH3:43])[C:19](=[O:42])[N:20]([CH2:30][C:31]3[N:32]=[CH:33][CH:34]=[CH:35][C:36]=3[C:37]([NH:38][CH2:39][CH3:40])=[O:41])[C:21](=[O:29])[C:22]=2[N:23]([CH2:24][CH:25]=[C:26]([CH3:27])[CH3:28])[C:15]=1[N:11]1[CH2:12][CH2:13][CH2:14][NH:8][CH2:9][CH2:10]1)#[N:45], predict the reactants needed to synthesize it. The reactants are: C(OC([N:8]1[CH2:14][CH2:13][CH2:12][N:11]([C:15]2[N:23]([CH2:24][CH:25]=[C:26]([CH3:28])[CH3:27])[C:22]3[C:21](=[O:29])[N:20]([CH2:30][C:31]4[C:36]([C:37](=[O:41])[NH:38][CH2:39][CH3:40])=[CH:35][CH:34]=[CH:33][N:32]=4)[C:19](=[O:42])[N:18]([CH3:43])[C:17]=3[C:16]=2[C:44]#[N:45])[CH2:10][CH2:9]1)=O)(C)(C)C.FC(F)(F)C(O)=O. (2) Given the product [Cl:1][C:2]1[CH:3]=[C:4]([CH2:10][S:11]([NH2:16])(=[O:14])=[O:12])[CH:5]=[C:6]([O:8][CH3:9])[CH:7]=1, predict the reactants needed to synthesize it. The reactants are: [Cl:1][C:2]1[CH:3]=[C:4]([CH2:10][S:11]([OH:14])(=O)=[O:12])[CH:5]=[C:6]([O:8][CH3:9])[CH:7]=1.C[N:16](C=O)C.C(Cl)(=O)C(Cl)=O.N.